This data is from NCI-60 drug combinations with 297,098 pairs across 59 cell lines. The task is: Regression. Given two drug SMILES strings and cell line genomic features, predict the synergy score measuring deviation from expected non-interaction effect. (1) Drug 1: CC1=CC=C(C=C1)C2=CC(=NN2C3=CC=C(C=C3)S(=O)(=O)N)C(F)(F)F. Drug 2: C1=NC2=C(N=C(N=C2N1C3C(C(C(O3)CO)O)F)Cl)N. Cell line: NCIH23. Synergy scores: CSS=30.4, Synergy_ZIP=-6.37, Synergy_Bliss=0.00635, Synergy_Loewe=-25.7, Synergy_HSA=0.168. (2) Drug 1: CC(C1=C(C=CC(=C1Cl)F)Cl)OC2=C(N=CC(=C2)C3=CN(N=C3)C4CCNCC4)N. Drug 2: CN(C(=O)NC(C=O)C(C(C(CO)O)O)O)N=O. Cell line: SNB-75. Synergy scores: CSS=1.36, Synergy_ZIP=-1.21, Synergy_Bliss=-3.74, Synergy_Loewe=-6.60, Synergy_HSA=-4.31. (3) Synergy scores: CSS=34.8, Synergy_ZIP=-5.18, Synergy_Bliss=-8.17, Synergy_Loewe=-3.72, Synergy_HSA=-3.49. Drug 2: CC(C)(C#N)C1=CC(=CC(=C1)CN2C=NC=N2)C(C)(C)C#N. Drug 1: CCCCC(=O)OCC(=O)C1(CC(C2=C(C1)C(=C3C(=C2O)C(=O)C4=C(C3=O)C=CC=C4OC)O)OC5CC(C(C(O5)C)O)NC(=O)C(F)(F)F)O. Cell line: OVCAR-5. (4) Drug 1: CC(C1=C(C=CC(=C1Cl)F)Cl)OC2=C(N=CC(=C2)C3=CN(N=C3)C4CCNCC4)N. Drug 2: CN(C)C1=NC(=NC(=N1)N(C)C)N(C)C. Cell line: UACC-257. Synergy scores: CSS=-7.86, Synergy_ZIP=1.74, Synergy_Bliss=-3.62, Synergy_Loewe=-9.93, Synergy_HSA=-8.66. (5) Drug 1: CNC(=O)C1=CC=CC=C1SC2=CC3=C(C=C2)C(=NN3)C=CC4=CC=CC=N4. Drug 2: C1CC(C1)(C(=O)O)C(=O)O.[NH2-].[NH2-].[Pt+2]. Cell line: SF-295. Synergy scores: CSS=25.0, Synergy_ZIP=-2.86, Synergy_Bliss=-3.16, Synergy_Loewe=-1.07, Synergy_HSA=-0.616. (6) Drug 1: CC1=C(C=C(C=C1)C(=O)NC2=CC(=CC(=C2)C(F)(F)F)N3C=C(N=C3)C)NC4=NC=CC(=N4)C5=CN=CC=C5. Drug 2: CC1=C(C(=CC=C1)Cl)NC(=O)C2=CN=C(S2)NC3=CC(=NC(=N3)C)N4CCN(CC4)CCO. Cell line: M14. Synergy scores: CSS=9.32, Synergy_ZIP=3.59, Synergy_Bliss=-0.247, Synergy_Loewe=-2.88, Synergy_HSA=1.78. (7) Drug 2: CCCCCOC(=O)NC1=NC(=O)N(C=C1F)C2C(C(C(O2)C)O)O. Synergy scores: CSS=-4.17, Synergy_ZIP=2.27, Synergy_Bliss=-0.118, Synergy_Loewe=-4.64, Synergy_HSA=-4.94. Drug 1: CC12CCC3C(C1CCC2O)C(CC4=C3C=CC(=C4)O)CCCCCCCCCS(=O)CCCC(C(F)(F)F)(F)F. Cell line: CAKI-1.